From a dataset of Forward reaction prediction with 1.9M reactions from USPTO patents (1976-2016). Predict the product of the given reaction. (1) The product is: [NH2:17][C:15]([NH:14][C:12]1[S:13][C:9]([C:6]2[CH:5]=[CH:4][C:3]([O:2][CH3:1])=[CH:8][CH:7]=2)=[CH:10][C:11]=1[C:24]([NH:46][C@H:41]1[CH2:42][CH2:43][CH2:44][CH2:45][N:39]([C:37]([O:36][C:32]([CH3:35])([CH3:34])[CH3:33])=[O:38])[CH2:40]1)=[O:26])=[O:16]. Given the reactants [CH3:1][O:2][C:3]1[CH:8]=[CH:7][C:6]([C:9]2[S:13][C:12]([NH:14][C:15]([NH:17]C(=O)C(Cl)(Cl)Cl)=[O:16])=[C:11]([C:24]([O:26]C)=O)[CH:10]=2)=[CH:5][CH:4]=1.C[Al](C)C.[C:32]([O:36][C:37]([N:39]1[CH2:45][CH2:44][CH2:43][CH2:42][C@H:41]([NH2:46])[CH2:40]1)=[O:38])([CH3:35])([CH3:34])[CH3:33].[C@H](O)(C([O-])=O)[C@@H](O)C([O-])=O.[Na+].[K+], predict the reaction product. (2) Given the reactants COC1C=CC(C[N:8]2[C:12]([NH:13][C:14](=[O:26])[CH2:15][C:16]3[C:25]4[C:20](=[CH:21][CH:22]=[CH:23][CH:24]=4)[CH:19]=[CH:18][CH:17]=3)=[CH:11][C:10]([CH:27]3[CH2:30][CH:29]([C:31]4[CH:36]=[CH:35][CH:34]=[CH:33][CH:32]=4)[CH2:28]3)=[N:9]2)=CC=1.C1(OC)C=CC=CC=1, predict the reaction product. The product is: [C:16]1([CH2:15][C:14]([NH:13][C:12]2[CH:11]=[C:10]([C@H:27]3[CH2:30][C@@H:29]([C:31]4[CH:36]=[CH:35][CH:34]=[CH:33][CH:32]=4)[CH2:28]3)[NH:9][N:8]=2)=[O:26])[C:25]2[C:20](=[CH:21][CH:22]=[CH:23][CH:24]=2)[CH:19]=[CH:18][CH:17]=1. (3) Given the reactants [Cl:1][C:2]1[CH:18]=[CH:17][C:5]([O:6][C:7]2[C:12]([CH3:13])=[CH:11][C:10]([N+:14]([O-])=O)=[CH:9][N:8]=2)=[C:4]([CH3:19])[CH:3]=1.[H][H], predict the reaction product. The product is: [Cl:1][C:2]1[CH:18]=[CH:17][C:5]([O:6][C:7]2[C:12]([CH3:13])=[CH:11][C:10]([NH2:14])=[CH:9][N:8]=2)=[C:4]([CH3:19])[CH:3]=1. (4) Given the reactants [CH3:1][C:2]([C:4]1[C:13]2[C:8](=[CH:9][CH:10]=[CH:11][CH:12]=2)[CH:7]=[CH:6][CH:5]=1)=O.[NH2:14][CH2:15][CH2:16][NH:17][C:18](=[O:24])[O:19][C:20]([CH3:23])([CH3:22])[CH3:21].[BH3-]C#N.[Na+], predict the reaction product. The product is: [C:4]1([CH:2]([NH:14][CH2:15][CH2:16][NH:17][C:18](=[O:24])[O:19][C:20]([CH3:22])([CH3:21])[CH3:23])[CH3:1])[C:13]2[C:8](=[CH:9][CH:10]=[CH:11][CH:12]=2)[CH:7]=[CH:6][CH:5]=1. (5) Given the reactants [Cl:1][C:2]1[C:7]2[N:8]([CH2:11][C:12]([OH:14])=O)[CH:9]=[N:10][C:6]=2[CH:5]=[CH:4][CH:3]=1.Cl.[NH2:16][CH2:17][C:18]1[CH:23]=[CH:22][C:21]([C:24]([CH3:28])([CH3:27])[C:25]#[N:26])=[C:20]([F:29])[CH:19]=1.CCN(CC)CC.CN(C(ON1N=NC2C=CC=NC1=2)=[N+](C)C)C.F[P-](F)(F)(F)(F)F, predict the reaction product. The product is: [Cl:1][C:2]1[C:7]2[N:8]([CH2:11][C:12]([NH:16][CH2:17][C:18]3[CH:23]=[CH:22][C:21]([C:24]([C:25]#[N:26])([CH3:28])[CH3:27])=[C:20]([F:29])[CH:19]=3)=[O:14])[CH:9]=[N:10][C:6]=2[CH:5]=[CH:4][CH:3]=1. (6) Given the reactants [N:1]1[CH:6]=[CH:5][C:4]([N:7]2[CH2:11][CH2:10][CH:9]([OH:12])[CH2:8]2)=[CH:3][CH:2]=1.CS(O)(=O)=O.N1C2C(=CC=CC=2)C=CC=1.[C:28](Cl)([Cl:30])=[O:29].[Cl:32][C:33]1[CH:34]=[CH:35][C:36]([NH:39][C:40](=[O:48])[C:41]2[CH:46]=[CH:45][CH:44]=[CH:43][C:42]=2[NH2:47])=[N:37][CH:38]=1, predict the reaction product. The product is: [ClH:30].[Cl:32][C:33]1[CH:34]=[CH:35][C:36]([NH:39][C:40](=[O:48])[C:41]2[CH:46]=[CH:45][CH:44]=[CH:43][C:42]=2[NH:47][C:28]([O:12][CH:9]2[CH2:10][CH2:11][N:7]([C:4]3[CH:5]=[CH:6][N:1]=[CH:2][CH:3]=3)[CH2:8]2)=[O:29])=[N:37][CH:38]=1. (7) Given the reactants [F:1][C:2]([F:30])([F:29])[C:3]1[CH:4]=[C:5]([C@H:13]2[O:17][C:16](=[O:18])[N:15]([CH2:19][C:20]3[CH:25]=[CH:24][C:23]([F:26])=[CH:22][C:21]=3Cl)[C@H:14]2[CH3:28])[CH:6]=[C:7]([C:9]([F:12])([F:11])[F:10])[CH:8]=1.[F:31][C:32]1[C:37]([CH:38]([CH3:40])[CH3:39])=[CH:36][C:35](B(O)O)=[C:34]([O:44][CH3:45])[CH:33]=1.[OH-].[K+].C(P(C(C)(C)C)C(C)(C)C)(C)(C)C.N#N, predict the reaction product. The product is: [F:1][C:2]([F:30])([F:29])[C:3]1[CH:4]=[C:5]([C@H:13]2[O:17][C:16](=[O:18])[N:15]([CH2:19][C:20]3[CH:25]=[CH:24][C:23]([F:26])=[CH:22][C:21]=3[C:35]3[CH:36]=[C:37]([CH:38]([CH3:40])[CH3:39])[C:32]([F:31])=[CH:33][C:34]=3[O:44][CH3:45])[C@H:14]2[CH3:28])[CH:6]=[C:7]([C:9]([F:12])([F:11])[F:10])[CH:8]=1.